This data is from Forward reaction prediction with 1.9M reactions from USPTO patents (1976-2016). The task is: Predict the product of the given reaction. Given the reactants [NH:1]1[CH2:6][CH2:5][O:4][CH2:3][CH2:2]1.[Cl:7][C:8]1[CH:27]=[CH:26][C:11]2[NH:12][C:13]([CH:15]3[CH2:18][N:17]([C:19]4[CH:24]=[CH:23][N:22]=[C:21](Cl)[N:20]=4)[CH2:16]3)=[N:14][C:10]=2[CH:9]=1.C(OC(N1CC(C(O)=O)C1)=O)(C)(C)C.C(OCC)(=O)C, predict the reaction product. The product is: [Cl:7][C:8]1[CH:27]=[CH:26][C:11]2[NH:12][C:13]([CH:15]3[CH2:16][N:17]([C:19]4[CH:24]=[CH:23][N:22]=[C:21]([N:1]5[CH2:6][CH2:5][O:4][CH2:3][CH2:2]5)[N:20]=4)[CH2:18]3)=[N:14][C:10]=2[CH:9]=1.